Regression. Given a peptide amino acid sequence and an MHC pseudo amino acid sequence, predict their binding affinity value. This is MHC class II binding data. From a dataset of Peptide-MHC class II binding affinity with 134,281 pairs from IEDB. The peptide sequence is KLLEYSKQEEKVFEE. The MHC is DRB1_0101 with pseudo-sequence DRB1_0101. The binding affinity (normalized) is 0.590.